Task: Predict the reactants needed to synthesize the given product.. Dataset: Retrosynthesis with 50K atom-mapped reactions and 10 reaction types from USPTO Given the product COc1ccccc1-c1cc(NC(=O)C2CCCNC2)ncn1, predict the reactants needed to synthesize it. The reactants are: COc1ccccc1-c1cc(NC(=O)C2CCCN(C(=O)OCc3ccccc3)C2)ncn1.